This data is from Forward reaction prediction with 1.9M reactions from USPTO patents (1976-2016). The task is: Predict the product of the given reaction. (1) The product is: [CH3:41][O:40][C:33]1[C:32]([CH2:31][N:21]([C:22]2[CH:23]=[N:24][C:25]([CH:28]([CH3:30])[CH3:29])=[CH:26][CH:27]=2)[C:19]([CH:14]2[C:15]3[C:10](=[C:9]([OH:8])[CH:18]=[CH:17][CH:16]=3)[CH2:11][CH2:12][CH2:13]2)=[O:20])=[CH:37][CH:36]=[C:35]([O:38][CH3:39])[N:34]=1. Given the reactants C([O:8][C:9]1[CH:18]=[CH:17][CH:16]=[C:15]2[C:10]=1[CH2:11][CH2:12][CH2:13][CH:14]2[C:19]([N:21]([CH2:31][C:32]1[C:33]([O:40][CH3:41])=[N:34][C:35]([O:38][CH3:39])=[CH:36][CH:37]=1)[C:22]1[CH:23]=[N:24][C:25]([CH:28]([CH3:30])[CH3:29])=[CH:26][CH:27]=1)=[O:20])C1C=CC=CC=1.C1(SC)C=CC=CC=1.C(=O)([O-])O.[Na+], predict the reaction product. (2) Given the reactants [CH2:1]([O:4][C:5]1[S:6][C:7]([CH:10]=O)=[CH:8][N:9]=1)[C:2]#[CH:3].[C:12](#[N:16])[CH2:13][C:14]#[N:15], predict the reaction product. The product is: [CH2:1]([O:4][C:5]1[S:6][C:7]([CH:10]=[C:13]([C:12]#[N:16])[C:14]#[N:15])=[CH:8][N:9]=1)[C:2]#[CH:3]. (3) Given the reactants Cl.[Br:2][C:3]1[CH:8]=[CH:7][C:6]([Cl:9])=[CH:5][C:4]=1[NH:10][NH2:11].O.Cl.[NH:14]1[CH2:19][CH2:18][C:17](=O)[CH2:16][CH2:15]1, predict the reaction product. The product is: [ClH:9].[Br:2][C:3]1[CH:8]=[CH:7][C:6]([Cl:9])=[CH:5][C:4]=1[NH:10][N:11]=[C:17]1[CH2:18][CH2:19][NH:14][CH2:15][CH2:16]1. (4) Given the reactants [CH:1](=[O:4])[CH2:2][CH3:3].[CH3:5][CH:6]([CH2:9][CH2:10][CH3:11])[CH:7]=O.[OH-].[Na+].O, predict the reaction product. The product is: [CH3:3][C:2](=[CH:5][CH:6]([CH3:7])[CH2:9][CH2:10][CH3:11])[CH:1]=[O:4].